This data is from Experimentally validated miRNA-target interactions with 360,000+ pairs, plus equal number of negative samples. The task is: Binary Classification. Given a miRNA mature sequence and a target amino acid sequence, predict their likelihood of interaction. (1) The miRNA is mmu-miR-6953-5p with sequence AAGGGGCAGGGGCAGGGAUUCAAGUG. The protein sequence of the target gene is MAGASELGTGPGAAGGDGDDSLYPIAVLIDELRNEDVQLRLNSIKKLSTIALALGVERTRSELLPFLTDTIYDEDEVLLALAEQLGNFTGLVGGPDFAHCLLPPLENLATVEETVVRDKAVESLRQISQEHTPVALEAYFVPLVKRLASGDWFTSRTSACGLFSVCYPRASNAVKAEIRQQFRSLCSDDTPMVRRAAASKLGEFAKVLELDSVKSEIVPLFTSLASDEQDSVRLLAVEACVSIAQLLSQDDLETLVMPTLRQAAEDKSWRVRYMVADRFSELQKAMGPKITLNDLIPAFQ.... Result: 0 (no interaction). (2) The miRNA is hsa-miR-365a-5p with sequence AGGGACUUUUGGGGGCAGAUGUG. The protein sequence of the target gene is MAHGIPSQGKVTITVDEYSSNPTQAFTHYNINQSRFQPPHVHMVDPIPYDTPKPAGHTRFVCISDTHSRTDGIQMPYGDILLHTGDFTELGLPSEVKKFNDWLGNLPYEYKIVIAGNHELTFDKEFMADLVKQDYYRFPSVSKLKPEDFDNVQSLLTNSIYLQDSEVTVKGFRIYGAPWTPWFNGWGFNLPRGQSLLDKWNLIPEGIDILMTHGPPLGFRDWVPKELQRVGCVELLNTVQRRIRPKLHVFGGIHEGYGIMTDGYTTYINASTCTVSFQPTNPPIIFDLPNPQGS. Result: 0 (no interaction).